The task is: Regression. Given two drug SMILES strings and cell line genomic features, predict the synergy score measuring deviation from expected non-interaction effect.. This data is from NCI-60 drug combinations with 297,098 pairs across 59 cell lines. (1) Drug 1: C1=C(C(=O)NC(=O)N1)N(CCCl)CCCl. Drug 2: CC1=C(C(=CC=C1)Cl)NC(=O)C2=CN=C(S2)NC3=CC(=NC(=N3)C)N4CCN(CC4)CCO. Cell line: OVCAR-4. Synergy scores: CSS=11.7, Synergy_ZIP=-4.68, Synergy_Bliss=1.99, Synergy_Loewe=-5.60, Synergy_HSA=3.28. (2) Cell line: TK-10. Drug 2: CN1C2=C(C=C(C=C2)N(CCCl)CCCl)N=C1CCCC(=O)O.Cl. Synergy scores: CSS=-4.03, Synergy_ZIP=2.70, Synergy_Bliss=0.260, Synergy_Loewe=-4.25, Synergy_HSA=-4.30. Drug 1: CC1=CC2C(CCC3(C2CCC3(C(=O)C)OC(=O)C)C)C4(C1=CC(=O)CC4)C.